This data is from Forward reaction prediction with 1.9M reactions from USPTO patents (1976-2016). The task is: Predict the product of the given reaction. (1) Given the reactants [N+:1]([O-:4])(O)=[O:2].[Cl:5][C:6]1[CH:11]=[CH:10][C:9]([CH3:12])=[CH:8][N+:7]=1[O-:13].C(=O)([O-])[O-].[Na+].[Na+], predict the reaction product. The product is: [Cl:5][C:6]1[CH:11]=[C:10]([N+:1]([O-:4])=[O:2])[C:9]([CH3:12])=[CH:8][N+:7]=1[O-:13]. (2) Given the reactants [CH3:1][O:2][C:3]([C:5]1[CH:6]=[C:7]2[C:11](=[CH:12][CH:13]=1)[NH:10][CH:9]=[CH:8]2)=[O:4].[Cl-].[CH3:15][O:16][C:17](=[O:24])[CH2:18][CH2:19][CH2:20][C:21](O)=[O:22], predict the reaction product. The product is: [CH3:1][O:2][C:3]([C:5]1[CH:6]=[C:7]2[C:11](=[CH:12][CH:13]=1)[NH:10][CH:9]=[C:8]2[C:21](=[O:22])[CH2:20][CH2:19][CH2:18][C:17]([O:16][CH3:15])=[O:24])=[O:4].